Predict the reactants needed to synthesize the given product. From a dataset of Full USPTO retrosynthesis dataset with 1.9M reactions from patents (1976-2016). (1) Given the product [I:24][C:15]1[CH:16]=[C:17]([CH:22]=[CH:23][C:14]=1[NH:13][CH2:26][CH:27]=[C:28]([CH3:30])[CH3:29])[C:18]([O:20][CH3:21])=[O:19], predict the reactants needed to synthesize it. The reactants are: C(NC(C)C)(C)C.C([Li])CCC.[NH2:13][C:14]1[CH:23]=[CH:22][C:17]([C:18]([O:20][CH3:21])=[O:19])=[CH:16][C:15]=1[I:24].Br[CH2:26][CH:27]=[C:28]([CH3:30])[CH3:29]. (2) Given the product [NH2:9][C@H:10]([C:15]([OH:17])=[O:16])[CH2:11][CH2:12][S:13][CH3:14], predict the reactants needed to synthesize it. The reactants are: O=C1NCCNC1=O.[NH2:9][C@H:10]([C:15]([OH:17])=[O:16])[CH2:11][CH2:12][S:13][CH3:14].Cl. (3) The reactants are: [CH:1]1([N:4]2[C:8]3[C:9]([O:19][C@@H:20]([C@H:22]4[CH2:26][NH:25][C:24](=[O:27])[CH2:23]4)[CH3:21])=[N:10][C:11](C4C=CN=CC=4)=[CH:12][C:7]=3[N:6]=[CH:5]2)[CH2:3][CH2:2]1.[CH3:28][O:29][C:30]1[C:35]([O:36][CH3:37])=[CH:34][C:33](B2OC(C)(C)C(C)(C)O2)=[CH:32][N:31]=1. Given the product [CH:1]1([N:4]2[C:8]3[C:9]([O:19][C@@H:20]([C@H:22]4[CH2:26][NH:25][C:24](=[O:27])[CH2:23]4)[CH3:21])=[N:10][C:11]([C:33]4[CH:32]=[N:31][C:30]([O:29][CH3:28])=[C:35]([O:36][CH3:37])[CH:34]=4)=[CH:12][C:7]=3[N:6]=[CH:5]2)[CH2:3][CH2:2]1, predict the reactants needed to synthesize it. (4) Given the product [CH3:15][C:16]1[O:17][C:18]2[C:24]([NH:25][C:9]([NH:8][CH2:7][C:6]3[CH:11]=[CH:12][C:3]([C:2]([F:13])([F:14])[F:1])=[CH:4][CH:5]=3)=[O:10])=[CH:23][CH:22]=[CH:21][C:19]=2[N:20]=1, predict the reactants needed to synthesize it. The reactants are: [F:1][C:2]([F:14])([F:13])[C:3]1[CH:12]=[CH:11][C:6]([CH2:7][N:8]=[C:9]=[O:10])=[CH:5][CH:4]=1.[CH3:15][C:16]1[O:17][C:18]2[C:24]([NH2:25])=[CH:23][CH:22]=[CH:21][C:19]=2[N:20]=1. (5) Given the product [C:1]([O:5][C:6]([N:8]1[CH2:13][CH2:12][CH2:11][CH:10]([CH2:14][N:37]2[CH2:36][CH2:35][N:34]([C:29]3[CH:30]=[CH:31][CH:32]=[CH:33][C:28]=3[O:27][CH3:26])[CH2:39][CH2:38]2)[CH2:9]1)=[O:7])([CH3:2])([CH3:3])[CH3:4], predict the reactants needed to synthesize it. The reactants are: [C:1]([O:5][C:6]([N:8]1[CH2:13][CH2:12][CH2:11][CH:10]([CH2:14]OS(C)(=O)=O)[CH2:9]1)=[O:7])([CH3:4])([CH3:3])[CH3:2].C(=O)([O-])[O-].[K+].[K+].[CH3:26][O:27][C:28]1[CH:33]=[CH:32][CH:31]=[CH:30][C:29]=1[N:34]1[CH2:39][CH2:38][NH:37][CH2:36][CH2:35]1. (6) Given the product [ClH:46].[ClH:46].[ClH:46].[CH3:45][N:2]([CH3:1])[CH2:3][CH2:4][CH2:5][NH:6][C:7]1[CH:12]=[C:11]([C:13]2[NH:17][C:16]3[CH:18]=[CH:19][CH:20]=[C:21]([NH:22][C:23](=[O:24])[C:25]4[CH:44]=[CH:43][C:28]([CH2:29][N:30]5[CH2:35][CH2:34][NH:33][CH2:32][CH2:31]5)=[CH:27][CH:26]=4)[C:15]=3[N:14]=2)[CH:10]=[CH:9][N:8]=1, predict the reactants needed to synthesize it. The reactants are: [CH3:1][N:2]([CH3:45])[CH2:3][CH2:4][CH2:5][NH:6][C:7]1[CH:12]=[C:11]([C:13]2[NH:17][C:16]3[CH:18]=[CH:19][CH:20]=[C:21]([NH:22][C:23]([C:25]4[CH:44]=[CH:43][C:28]([CH2:29][N:30]5[CH2:35][CH2:34][N:33](C(OC(C)(C)C)=O)[CH2:32][CH2:31]5)=[CH:27][CH:26]=4)=[O:24])[C:15]=3[N:14]=2)[CH:10]=[CH:9][N:8]=1.[ClH:46].CO.